Task: Regression. Given two drug SMILES strings and cell line genomic features, predict the synergy score measuring deviation from expected non-interaction effect.. Dataset: NCI-60 drug combinations with 297,098 pairs across 59 cell lines (1) Drug 1: C1=NC(=NC(=O)N1C2C(C(C(O2)CO)O)O)N. Drug 2: CC1=C(N=C(N=C1N)C(CC(=O)N)NCC(C(=O)N)N)C(=O)NC(C(C2=CN=CN2)OC3C(C(C(C(O3)CO)O)O)OC4C(C(C(C(O4)CO)O)OC(=O)N)O)C(=O)NC(C)C(C(C)C(=O)NC(C(C)O)C(=O)NCCC5=NC(=CS5)C6=NC(=CS6)C(=O)NCCC[S+](C)C)O. Cell line: COLO 205. Synergy scores: CSS=35.6, Synergy_ZIP=-0.621, Synergy_Bliss=0.619, Synergy_Loewe=-0.983, Synergy_HSA=2.01. (2) Drug 1: CC1C(C(CC(O1)OC2CC(CC3=C2C(=C4C(=C3O)C(=O)C5=C(C4=O)C(=CC=C5)OC)O)(C(=O)C)O)N)O.Cl. Drug 2: C(CCl)NC(=O)N(CCCl)N=O. Cell line: DU-145. Synergy scores: CSS=11.8, Synergy_ZIP=-3.41, Synergy_Bliss=3.73, Synergy_Loewe=-18.4, Synergy_HSA=0.807. (3) Drug 1: CC1CCC2CC(C(=CC=CC=CC(CC(C(=O)C(C(C(=CC(C(=O)CC(OC(=O)C3CCCCN3C(=O)C(=O)C1(O2)O)C(C)CC4CCC(C(C4)OC)OCCO)C)C)O)OC)C)C)C)OC. Drug 2: CCN(CC)CCNC(=O)C1=C(NC(=C1C)C=C2C3=C(C=CC(=C3)F)NC2=O)C. Cell line: EKVX. Synergy scores: CSS=11.4, Synergy_ZIP=2.26, Synergy_Bliss=1.94, Synergy_Loewe=5.11, Synergy_HSA=2.26. (4) Drug 1: C1=CC(=CC=C1CCCC(=O)O)N(CCCl)CCCl. Drug 2: CN(CCCl)CCCl.Cl. Cell line: OVCAR3. Synergy scores: CSS=17.3, Synergy_ZIP=-9.89, Synergy_Bliss=-5.20, Synergy_Loewe=-7.98, Synergy_HSA=-4.93. (5) Drug 1: COC1=CC(=CC(=C1O)OC)C2C3C(COC3=O)C(C4=CC5=C(C=C24)OCO5)OC6C(C(C7C(O6)COC(O7)C8=CC=CS8)O)O. Drug 2: COCCOC1=C(C=C2C(=C1)C(=NC=N2)NC3=CC=CC(=C3)C#C)OCCOC.Cl. Cell line: SNB-75. Synergy scores: CSS=34.9, Synergy_ZIP=-4.44, Synergy_Bliss=3.58, Synergy_Loewe=5.09, Synergy_HSA=5.34. (6) Drug 1: CC1=C(C=C(C=C1)NC(=O)C2=CC=C(C=C2)CN3CCN(CC3)C)NC4=NC=CC(=N4)C5=CN=CC=C5. Drug 2: CC(C)(C#N)C1=CC(=CC(=C1)CN2C=NC=N2)C(C)(C)C#N. Cell line: COLO 205. Synergy scores: CSS=4.62, Synergy_ZIP=2.75, Synergy_Bliss=-0.0144, Synergy_Loewe=0.316, Synergy_HSA=-1.96.